From a dataset of Catalyst prediction with 721,799 reactions and 888 catalyst types from USPTO. Predict which catalyst facilitates the given reaction. (1) Reactant: [C:1]([C:3]1[C:8]2[N:9]=[CH:10][N:11](C)[C:7]=2[CH:6]=[C:5]([C:13]2[CH:30]=[CH:29][C:16]([O:17][CH2:18][C:19]3[N:24]=[C:23]([C:25]([O:27]C)=O)[CH:22]=[CH:21][CH:20]=3)=[C:15]([C:31]([F:34])([F:33])[F:32])[CH:14]=2)[N:4]=1)#[N:2].[CH3:35][NH2:36]. Product: [CH3:35][NH:36][C:25]([C:23]1[N:24]=[C:19]([CH2:18][O:17][C:16]2[CH:29]=[CH:30][C:13]([C:5]3[N:4]=[C:3]([C:1]#[N:2])[C:8]4[N:9]=[CH:10][NH:11][C:7]=4[CH:6]=3)=[CH:14][C:15]=2[C:31]([F:33])([F:32])[F:34])[CH:20]=[CH:21][CH:22]=1)=[O:27]. The catalyst class is: 24. (2) Reactant: [CH:1]([N:4](C(C)C)CC)(C)[CH3:2].[Si:10]([O:17][CH:18]([CH2:22][S:23][S:24][C:25]([CH3:28])([CH3:27])[CH3:26])[C:19]([OH:21])=[O:20])([C:13]([CH3:16])([CH3:15])[CH3:14])([CH3:12])[CH3:11].BrCC#N. Product: [Si:10]([O:17][CH:18]([CH2:22][S:23][S:24][C:25]([CH3:28])([CH3:27])[CH3:26])[C:19]([O:21][CH2:2][C:1]#[N:4])=[O:20])([C:13]([CH3:16])([CH3:15])[CH3:14])([CH3:12])[CH3:11]. The catalyst class is: 369. (3) Reactant: [CH2:1]([N:4]([CH2:22][CH2:23][CH3:24])[C:5]([C:7]1[CH:8]=[C:9]([CH:14]=[C:15]([C:17]2[NH:18][CH:19]=[CH:20][N:21]=2)[CH:16]=1)[C:10]([O:12]C)=[O:11])=[O:6])[CH2:2][CH3:3].[OH-].[Li+]. Product: [CH2:22]([N:4]([CH2:1][CH2:2][CH3:3])[C:5]([C:7]1[CH:8]=[C:9]([CH:14]=[C:15]([C:17]2[NH:21][CH:20]=[CH:19][N:18]=2)[CH:16]=1)[C:10]([OH:12])=[O:11])=[O:6])[CH2:23][CH3:24]. The catalyst class is: 193. (4) Reactant: C[O:2][C:3]1[CH:4]=[C:5]2[C:10](=[CH:11][CH:12]=1)[CH:9]=[C:8]([C:13](=[O:29])[CH2:14][CH:15]([CH:22](C(O)=O)[C:23]([OH:25])=[O:24])[C:16]1[CH:21]=[CH:20][CH:19]=[CH:18][CH:17]=1)[CH:7]=[CH:6]2.Br. Product: [OH:2][C:3]1[CH:4]=[C:5]2[C:10](=[CH:11][CH:12]=1)[CH:9]=[C:8]([C:13](=[O:29])[CH2:14][CH:15]([C:16]1[CH:17]=[CH:18][CH:19]=[CH:20][CH:21]=1)[CH2:22][C:23]([OH:25])=[O:24])[CH:7]=[CH:6]2. The catalyst class is: 15. (5) Reactant: [Cl:1][C:2]1[CH:42]=[CH:41][C:5]([CH2:6][CH:7]([C:17]([N:19]2[CH2:24][CH2:23][N:22]([C:25]3[C:30]([C:31]4[CH:36]=[CH:35][CH:34]=[CH:33][CH:32]=4)=[CH:29][N:28]=[C:27]4[NH:37][CH:38]=[C:39]([CH3:40])[C:26]=34)[CH2:21][CH2:20]2)=[O:18])[CH2:8][NH:9]C(=O)OC(C)(C)C)=[CH:4][CH:3]=1.C(O)(C(F)(F)F)=O.C1(N)C(F)=C(F)C(F)=C(N)C=1F.Cl.Cl. Product: [NH2:9][CH2:8][CH:7]([CH2:6][C:5]1[CH:41]=[CH:42][C:2]([Cl:1])=[CH:3][CH:4]=1)[C:17]([N:19]1[CH2:20][CH2:21][N:22]([C:25]2[C:30]([C:31]3[CH:32]=[CH:33][CH:34]=[CH:35][CH:36]=3)=[CH:29][N:28]=[C:27]3[NH:37][CH:38]=[C:39]([CH3:40])[C:26]=23)[CH2:23][CH2:24]1)=[O:18]. The catalyst class is: 2. (6) Reactant: Br[C:2]1[CH:22]=[CH:21][C:5]([N:6]([C:14]2[CH:19]=[CH:18][C:17]([CH3:20])=[CH:16][CH:15]=2)[C:7]2[CH:12]=[CH:11][C:10]([CH3:13])=[CH:9][CH:8]=2)=[CH:4][CH:3]=1.[Li]CCCC.[B:28](OC)([O:31]C)[O:29]C.Cl. Product: [C:10]1([CH3:13])[CH:11]=[CH:12][C:7]([N:6]([C:14]2[CH:15]=[CH:16][C:17]([CH3:20])=[CH:18][CH:19]=2)[C:5]2[CH:4]=[CH:3][C:2]([B:28]([OH:31])[OH:29])=[CH:22][CH:21]=2)=[CH:8][CH:9]=1. The catalyst class is: 1. (7) Reactant: [CH2:1]([C:3]1[CH:12]=[C:11]([CH3:13])[C:10]2[C:9](=[O:14])[NH:8][C@H:7]3[CH2:15][N:16]([C:18]([O:20][C:21]([CH3:24])([CH3:23])[CH3:22])=[O:19])[CH2:17][C@@H:6]3[C:5]=2[CH:4]=1)[CH3:2].[H-].[Na+].[CH2:27](I)[CH2:28][C:29]1[CH:34]=[CH:33][CH:32]=[CH:31][CH:30]=1. Product: [CH2:1]([C:3]1[CH:12]=[C:11]([CH3:13])[C:10]2[C:9](=[O:14])[N:8]([CH2:27][CH2:28][C:29]3[CH:34]=[CH:33][CH:32]=[CH:31][CH:30]=3)[C@H:7]3[CH2:15][N:16]([C:18]([O:20][C:21]([CH3:23])([CH3:22])[CH3:24])=[O:19])[CH2:17][C@@H:6]3[C:5]=2[CH:4]=1)[CH3:2]. The catalyst class is: 3. (8) Product: [CH2:1]([O:3][C:4](=[O:21])[C:5]1[CH:6]=[C:7]([O:12][C:13]2[CH:18]=[CH:17][C:16]([C:19]#[N:20])=[CH:15][CH:14]=2)[CH:8]=[C:9]([O:11][C:36]2[CH:35]=[CH:34][C:31]([C:32]#[N:33])=[CH:30][C:29]=2[Cl:28])[CH:10]=1)[CH3:2]. The catalyst class is: 3. Reactant: [CH2:1]([O:3][C:4](=[O:21])[C:5]1[CH:10]=[C:9]([OH:11])[CH:8]=[C:7]([O:12][C:13]2[CH:18]=[CH:17][C:16]([C:19]#[N:20])=[CH:15][CH:14]=2)[CH:6]=1)[CH3:2].C(=O)([O-])[O-].[K+].[K+].[Cl:28][C:29]1[CH:30]=[C:31]([CH:34]=[CH:35][C:36]=1F)[C:32]#[N:33]. (9) Reactant: [N:1]([C@@H:4]([C@@H:31]([C:38]1[CH:43]=[CH:42][C:41]([Cl:44])=[CH:40][CH:39]=1)[CH:32]1[CH2:37][CH2:36][O:35][CH2:34][CH2:33]1)[C:5]([NH:7][C:8]1[CH:29]=[CH:28][CH:27]=[C:26]([F:30])[C:9]=1[CH2:10][CH2:11][C@H:12]1[CH2:16][O:15]C(C)(C)[N:13]1C(OC(C)(C)C)=O)=[O:6])=[N+:2]=[N-:3].FC(F)(F)C(O)=O.O. Product: [NH2:13][C@H:12]([CH2:16][OH:15])[CH2:11][CH2:10][C:9]1[C:26]([F:30])=[CH:27][CH:28]=[CH:29][C:8]=1[NH:7][C:5](=[O:6])[C@@H:4]([N:1]=[N+:2]=[N-:3])[C@@H:31]([C:38]1[CH:39]=[CH:40][C:41]([Cl:44])=[CH:42][CH:43]=1)[CH:32]1[CH2:37][CH2:36][O:35][CH2:34][CH2:33]1. The catalyst class is: 4. (10) Reactant: [CH3:1][O:2][C:3]1[CH:16]=[C:15]([O:17][CH3:18])[CH:14]=[CH:13][C:4]=1[CH2:5][NH:6][C:7]1[CH:12]=[CH:11][N:10]=[CH:9][N:8]=1.[F:19][C:20]1[C:25]([F:26])=[C:24]([F:27])[CH:23]=[CH:22][C:21]=1[S:28](Cl)(=[O:30])=[O:29].N12CCN(CC1)CC2. Product: [CH3:1][O:2][C:3]1[CH:16]=[C:15]([O:17][CH3:18])[CH:14]=[CH:13][C:4]=1[CH2:5][N:6]([C:7]1[CH:12]=[CH:11][N:10]=[CH:9][N:8]=1)[S:28]([C:21]1[CH:22]=[CH:23][C:24]([F:27])=[C:25]([F:26])[C:20]=1[F:19])(=[O:30])=[O:29]. The catalyst class is: 10.